This data is from Full USPTO retrosynthesis dataset with 1.9M reactions from patents (1976-2016). The task is: Predict the reactants needed to synthesize the given product. (1) Given the product [C:1]([O:5][C:6]([N:8]1[CH2:24][CH2:23][CH2:22][C:10]2([N:14]([C:15]3[CH:20]=[CH:19][CH:18]=[CH:17][CH:16]=3)[CH2:13][NH:12][C:11]2=[O:21])[CH2:9]1)=[O:7])([CH3:4])([CH3:2])[CH3:3], predict the reactants needed to synthesize it. The reactants are: [C:1]([O:5][C:6]([N:8]1[CH2:24][CH2:23][CH2:22][C:10]2([N:14]([C:15]3[CH:20]=[CH:19][CH:18]=[CH:17][CH:16]=3)[CH:13]=[N:12][C:11]2=[O:21])[CH2:9]1)=[O:7])([CH3:4])([CH3:3])[CH3:2].[BH4-].[Na+]. (2) The reactants are: [CH3:1][NH:2][CH2:3][CH2:4][C:5]1[CH:14]=[CH:13][C:10]([O:11][CH3:12])=[C:7]([O:8][CH3:9])[CH:6]=1.[CH:15]1([C:20]2[C:24]3[N:25]=[C:26]([C:30]4[CH:31]=[C:32]([S:39](Cl)(=[O:41])=[O:40])[CH:33]=[CH:34][C:35]=4[O:36][CH2:37][CH3:38])[NH:27][C:28](=[O:29])[C:23]=3[O:22][N:21]=2)[CH2:19][CH2:18][CH2:17][CH2:16]1. Given the product [CH:15]1([C:20]2[C:24]3[N:25]=[C:26]([C:30]4[CH:31]=[C:32]([S:39]([N:2]([CH2:3][CH2:4][C:5]5[CH:14]=[CH:13][C:10]([O:11][CH3:12])=[C:7]([O:8][CH3:9])[CH:6]=5)[CH3:1])(=[O:40])=[O:41])[CH:33]=[CH:34][C:35]=4[O:36][CH2:37][CH3:38])[NH:27][C:28](=[O:29])[C:23]=3[O:22][N:21]=2)[CH2:16][CH2:17][CH2:18][CH2:19]1, predict the reactants needed to synthesize it.